This data is from Forward reaction prediction with 1.9M reactions from USPTO patents (1976-2016). The task is: Predict the product of the given reaction. (1) Given the reactants [NH:1]1[CH2:5][CH2:4][CH:3]=[N:2]1.[N+:6]([C:9]1[CH:14]=[CH:13][C:12](C(OCl)=O)=[CH:11][CH:10]=1)([O-:8])=[O:7].[C:19]([O-])([OH:21])=[O:20].[Na+], predict the reaction product. The product is: [N:2]1([C:19]([O:21][C:12]2[CH:11]=[CH:10][C:9]([N+:6]([O-:8])=[O:7])=[CH:14][CH:13]=2)=[O:20])[CH2:3][CH2:4][CH:5]=[N:1]1. (2) Given the reactants Cl[C:2]1[N:3]=[C:4]([O:30][CH:31]2[CH2:35][CH2:34][CH2:33][CH2:32]2)[C:5]2[C:10]([C:11]3[CH:20]=[C:19]([F:21])[C:14]4[N:15]=[C:16]([CH3:18])[O:17][C:13]=4[CH:12]=3)=[CH:9][N:8]([CH2:22][O:23][CH2:24][CH2:25][Si:26]([CH3:29])([CH3:28])[CH3:27])[C:6]=2[N:7]=1.[NH2:36][C:37]1[CH:46]=[CH:45][C:40]([C:41]([NH:43][CH3:44])=[O:42])=[CH:39][C:38]=1[O:47][CH3:48].CC(C1C=C(C(C)C)C(C2C(P(C3CCCCC3)C3CCCCC3)=C(OC)C=CC=2OC)=C(C(C)C)C=1)C.C(=O)([O-])[O-].[Cs+].[Cs+].C1(P(C2CCCCC2)C2C=CC=CC=2C2C(OC(C)C)=CC=CC=2OC(C)C)CCCCC1, predict the reaction product. The product is: [CH:31]1([O:30][C:4]2[C:5]3[C:10]([C:11]4[CH:20]=[C:19]([F:21])[C:14]5[N:15]=[C:16]([CH3:18])[O:17][C:13]=5[CH:12]=4)=[CH:9][N:8]([CH2:22][O:23][CH2:24][CH2:25][Si:26]([CH3:29])([CH3:28])[CH3:27])[C:6]=3[N:7]=[C:2]([NH:36][C:37]3[CH:46]=[CH:45][C:40]([C:41]([NH:43][CH3:44])=[O:42])=[CH:39][C:38]=3[O:47][CH3:48])[N:3]=2)[CH2:35][CH2:34][CH2:33][CH2:32]1. (3) The product is: [ClH:38].[N:32]1([C:1]([O:2][CH2:3][C:4]2[CH:5]=[C:6]([CH3:11])[N:7]=[C:8]([CH3:10])[CH:9]=2)=[O:22])[CH2:37][CH2:36][O:35][CH2:34][CH2:33]1. Given the reactants [C:1](=[O:22])(OC1C=CC([N+]([O-])=O)=CC=1)[O:2][CH2:3][C:4]1[CH:9]=[C:8]([CH3:10])[N:7]=[C:6]([CH3:11])[CH:5]=1.CCN(C(C)C)C(C)C.[NH:32]1[CH2:37][CH2:36][O:35][CH2:34][CH2:33]1.[ClH:38], predict the reaction product. (4) The product is: [NH2:16][C:4]1[S:3][C:2]([C:34]2[CH:33]=[CH:32][CH:31]=[C:30]([N:27]3[CH2:26][CH2:25][O:24][CH2:29][CH2:28]3)[CH:35]=2)=[N:6][C:5]=1[C:7]([NH:8][C:9]1[CH:10]=[N:11][N:12]([CH3:14])[CH:13]=1)=[O:15]. Given the reactants Br[C:2]1[S:3][C:4]([NH:16]C(=O)OC(C)(C)C)=[C:5]([C:7](=[O:15])[NH:8][C:9]2[CH:10]=[N:11][N:12]([CH3:14])[CH:13]=2)[N:6]=1.[O:24]1[CH2:29][CH2:28][N:27]([C:30]2[CH:31]=[C:32](B(O)O)[CH:33]=[CH:34][CH:35]=2)[CH2:26][CH2:25]1, predict the reaction product. (5) Given the reactants Br[C:2]1[N:10]=[CH:9][N:8]=[C:7]2[C:3]=1[N:4]=[CH:5][NH:6]2.[NH2:11][CH:12]([C:14]1[C:23]([N:24]2[CH2:29][CH2:28][CH2:27][C@H:26]([OH:30])[CH2:25]2)=[C:22]2[C:17]([CH:18]=[CH:19][CH:20]=[N:21]2)=[C:16]([Cl:31])[CH:15]=1)[CH3:13].C(N(CC)C(C)C)(C)C, predict the reaction product. The product is: [Cl:31][C:16]1[CH:15]=[C:14]([CH:12]([NH:11][C:2]2[N:10]=[CH:9][N:8]=[C:7]3[C:3]=2[N:4]=[CH:5][NH:6]3)[CH3:13])[C:23]([N:24]2[CH2:29][CH2:28][CH2:27][C@H:26]([OH:30])[CH2:25]2)=[C:22]2[C:17]=1[CH:18]=[CH:19][CH:20]=[N:21]2. (6) Given the reactants [CH2:1]([O:3][C:4]([C:6]1[C:7](Cl)=[N:8][C:9]([S:12][CH3:13])=[N:10][CH:11]=1)=[O:5])[CH3:2].[CH:15]1([NH2:21])[CH2:20][CH2:19][CH2:18][CH2:17][CH2:16]1, predict the reaction product. The product is: [CH2:1]([O:3][C:4]([C:6]1[C:7]([NH:21][CH:15]2[CH2:20][CH2:19][CH2:18][CH2:17][CH2:16]2)=[N:8][C:9]([S:12][CH3:13])=[N:10][CH:11]=1)=[O:5])[CH3:2]. (7) The product is: [F:22][C:23]1[CH:28]=[C:27]([F:29])[CH:26]=[CH:25][C:24]=1[NH:30][C:31]([NH:15][C:12]1[CH:13]=[CH:14][C:9]([O:8][CH2:7][CH2:6][N:1]2[CH:5]=[CH:4][N:3]=[CH:2]2)=[C:10]([C:16]2[N:17]([CH3:21])[N:18]=[CH:19][CH:20]=2)[CH:11]=1)=[O:32]. Given the reactants [N:1]1([CH2:6][CH2:7][O:8][C:9]2[CH:14]=[CH:13][C:12]([NH2:15])=[CH:11][C:10]=2[C:16]2[N:17]([CH3:21])[N:18]=[CH:19][CH:20]=2)[CH:5]=[CH:4][N:3]=[CH:2]1.[F:22][C:23]1[CH:28]=[C:27]([F:29])[CH:26]=[CH:25][C:24]=1[N:30]=[C:31]=[O:32], predict the reaction product.